This data is from Catalyst prediction with 721,799 reactions and 888 catalyst types from USPTO. The task is: Predict which catalyst facilitates the given reaction. (1) Reactant: [C:1]1([C:27]2[CH:32]=[CH:31][CH:30]=[CH:29][CH:28]=2)[CH:6]=[CH:5][C:4]([C:7]([N:9]2[CH2:14][CH2:13][N:12]([C:15]3[C:16]4[CH:24]=[C:23]([CH2:25][CH3:26])[S:22][C:17]=4[N:18]=[C:19](Cl)[N:20]=3)[CH2:11][CH2:10]2)=[O:8])=[CH:3][CH:2]=1.CN(C=O)C.[SH:38][CH2:39][C:40]([NH2:42])=[O:41]. Product: [C:1]1([C:27]2[CH:32]=[CH:31][CH:30]=[CH:29][CH:28]=2)[CH:6]=[CH:5][C:4]([C:7]([N:9]2[CH2:14][CH2:13][N:12]([C:15]3[C:16]4[CH:24]=[C:23]([CH2:25][CH3:26])[S:22][C:17]=4[N:18]=[C:19]([S:38][CH2:39][C:40]([NH2:42])=[O:41])[N:20]=3)[CH2:11][CH2:10]2)=[O:8])=[CH:3][CH:2]=1. The catalyst class is: 328. (2) Reactant: Cl[C:2]1[C:15]([C:16]#[N:17])=[CH:14][C:5]([C:6]([O:8][CH2:9][C:10]([F:13])([F:12])[F:11])=[O:7])=[C:4]([CH3:18])[N:3]=1.[NH:19]1[CH2:22][CH:21]([C:23]([OH:25])=[O:24])[CH2:20]1.CCN(C(C)C)C(C)C.OS([O-])(=O)=O.[K+]. Product: [C:16]([C:15]1[C:2]([N:19]2[CH2:22][CH:21]([C:23]([OH:25])=[O:24])[CH2:20]2)=[N:3][C:4]([CH3:18])=[C:5]([C:6]([O:8][CH2:9][C:10]([F:13])([F:12])[F:11])=[O:7])[CH:14]=1)#[N:17]. The catalyst class is: 88. (3) Reactant: [F:1][C:2]1[CH:3]=[CH:4][C:5]([CH3:19])=[C:6]([C:8]2[CH:17]=[C:16]3[C:11]([CH:12]=[C:13]([NH2:18])[N:14]=[CH:15]3)=[CH:10][CH:9]=2)[CH:7]=1.C(N(CC)C(C)C)(C)C.[F:29][C:30]([F:41])([F:40])[C:31](O[C:31](=[O:32])[C:30]([F:41])([F:40])[F:29])=[O:32].O. Product: [F:29][C:30]([F:41])([F:40])[C:31]([NH:18][C:13]1[N:14]=[CH:15][C:16]2[C:11]([CH:12]=1)=[CH:10][CH:9]=[C:8]([C:6]1[CH:7]=[C:2]([F:1])[CH:3]=[CH:4][C:5]=1[CH3:19])[CH:17]=2)=[O:32]. The catalyst class is: 4. (4) Reactant: F[C:2]1[CH:7]=[CH:6][C:5]([N+:8]([O-:10])=[O:9])=[CH:4][CH:3]=1.CN1CCCC1=O.[OH:18][CH2:19][CH2:20][N:21]([CH2:25][CH2:26][OH:27])[CH2:22][CH2:23][NH2:24]. Product: [N+:8]([C:5]1[CH:6]=[CH:7][C:2]([NH:24][CH2:23][CH2:22][N:21]([CH2:25][CH2:26][OH:27])[CH2:20][CH2:19][OH:18])=[CH:3][CH:4]=1)([O-:10])=[O:9]. The catalyst class is: 66. (5) Reactant: Cl[C:2]1[C:3]2[C:4](=[CH:15][N:16](CC3C=CC(OC)=CC=3)[N:17]=2)[N:5]=[C:6]([C:8]2[CH:13]=[CH:12][CH:11]=[CH:10][C:9]=2[F:14])[N:7]=1.[CH3:27][S:28]([C:31]1[CH:37]=[CH:36][CH:35]=[CH:34][C:32]=1[NH2:33])(=[O:30])=[O:29].Cl. Product: [F:14][C:9]1[CH:10]=[CH:11][CH:12]=[CH:13][C:8]=1[C:6]1[N:7]=[C:2]([NH:33][C:32]2[CH:34]=[CH:35][CH:36]=[CH:37][C:31]=2[S:28]([CH3:27])(=[O:30])=[O:29])[C:3]2[NH:17][N:16]=[CH:15][C:4]=2[N:5]=1. The catalyst class is: 71. (6) Reactant: [Cl:1][C:2]1[CH:7]=[CH:6][C:5]([CH2:8][C:9]#[N:10])=[CH:4][CH:3]=1.[H-].[Na+].[C:13]([O:17][C:18]([N:20]([CH2:24][CH2:25]Cl)[CH2:21][CH2:22]Cl)=[O:19])([CH3:16])([CH3:15])[CH3:14].N1(C#N)CCCCC1. Product: [C:13]([O:17][C:18]([N:20]1[CH2:24][CH2:25][C:8]([C:5]2[CH:6]=[CH:7][C:2]([Cl:1])=[CH:3][CH:4]=2)([C:9]#[N:10])[CH2:22][CH2:21]1)=[O:19])([CH3:16])([CH3:15])[CH3:14]. The catalyst class is: 3. (7) Reactant: [F:1][C:2]1[CH:7]=[C:6]([O:8]C)[CH:5]=[CH:4][C:3]=1[CH2:10][CH2:11][C:12]([O:14][CH2:15][CH3:16])=[O:13].[Cl-].[Al+3].[Cl-].[Cl-].C(S)CCCCCCC. Product: [F:1][C:2]1[CH:7]=[C:6]([OH:8])[CH:5]=[CH:4][C:3]=1[CH2:10][CH2:11][C:12]([O:14][CH2:15][CH3:16])=[O:13]. The catalyst class is: 4. (8) Reactant: [F:1][C:2]1([F:11])[O:6][C:5]2[CH:7]=[CH:8][CH:9]=[CH:10][C:4]=2[O:3]1.C([Li])(CC)C.C(O[B:21]1[O:25][C:24]([CH3:27])([CH3:26])[C:23]([CH3:29])([CH3:28])[O:22]1)(C)C. Product: [F:11][C:2]1([F:1])[O:3][C:4]2[CH:10]=[CH:9][CH:8]=[C:7]([B:21]3[O:25][C:24]([CH3:27])([CH3:26])[C:23]([CH3:29])([CH3:28])[O:22]3)[C:5]=2[O:6]1. The catalyst class is: 7. (9) Reactant: [OH:1][C:2]1[CH:11]=[C:10]([N+:12]([O-:14])=[O:13])[CH:9]=[CH:8][C:3]=1[C:4]([O:6][CH3:7])=[O:5].C([O-])([O-])=O.[K+].[K+].Br[CH2:22][CH:23]1[CH2:25][CH2:24]1. Product: [CH:23]1([CH2:22][O:1][C:2]2[CH:11]=[C:10]([N+:12]([O-:14])=[O:13])[CH:9]=[CH:8][C:3]=2[C:4]([O:6][CH3:7])=[O:5])[CH2:25][CH2:24]1. The catalyst class is: 23.